This data is from Forward reaction prediction with 1.9M reactions from USPTO patents (1976-2016). The task is: Predict the product of the given reaction. (1) Given the reactants FC(F)(F)S(O[Si:7]([CH3:18])([CH3:17])[CH:8]1[C:12]([CH3:13])=[C:11]([CH3:14])[C:10]([CH3:15])=[C:9]1[CH3:16])(=O)=O.[CH3:21][C:22]1[CH:23]=[C:24]([C-:29]2[C:37]3[C:32](=[CH:33][CH:34]=[CH:35][CH:36]=3)[CH:31]=[CH:30]2)[CH:25]=[C:26]([CH3:28])[CH:27]=1.[Li+], predict the reaction product. The product is: [CH3:28][C:26]1[CH:25]=[C:24]([C:29]2[C:37]3[C:32](=[CH:33][CH:34]=[CH:35][CH:36]=3)[CH:31]([Si:7]([CH3:17])([CH3:18])[CH:8]3[C:12]([CH3:13])=[C:11]([CH3:14])[C:10]([CH3:15])=[C:9]3[CH3:16])[CH:30]=2)[CH:23]=[C:22]([CH3:21])[CH:27]=1. (2) Given the reactants [Cl:1][C:2]1[C:7]([O:8][CH3:9])=[CH:6][C:5]([O:10][CH3:11])=[C:4]([Cl:12])[C:3]=1[C:13]1[CH:14]=[C:15]2[C:20](=[CH:21][CH:22]=1)[N:19]=[C:18]([NH:23][C@@H:24]1[CH2:29][CH2:28][CH2:27][CH2:26][C@@H:25]1[NH2:30])[N:17]=[CH:16]2.CCN(C(C)C)C(C)C.[C:40](Cl)(=[O:43])[CH:41]=[CH2:42], predict the reaction product. The product is: [Cl:12][C:4]1[C:5]([O:10][CH3:11])=[CH:6][C:7]([O:8][CH3:9])=[C:2]([Cl:1])[C:3]=1[C:13]1[CH:14]=[C:15]2[C:20](=[CH:21][CH:22]=1)[N:19]=[C:18]([NH:23][C@H:24]1[CH2:29][CH2:28][CH2:27][CH2:26][C@@H:25]1[NH:30][C:40](=[O:43])[CH:41]=[CH2:42])[N:17]=[CH:16]2.